Dataset: Forward reaction prediction with 1.9M reactions from USPTO patents (1976-2016). Task: Predict the product of the given reaction. Given the reactants [CH2:1]([O:8][C:9]1[CH:14]=[C:13]([CH:15]([CH3:17])[CH3:16])[CH:12]=[CH:11][C:10]=1[C:18]1([OH:29])[C:26](=[O:27])[C:25]2[C:20](=[CH:21][CH:22]=[CH:23][CH:24]=2)[C:19]1=[O:28])[C:2]1[CH:7]=[CH:6][CH:5]=[CH:4][CH:3]=1.[H-].[Na+].[CH3:32]I, predict the reaction product. The product is: [CH2:1]([O:8][C:9]1[CH:14]=[C:13]([CH:15]([CH3:17])[CH3:16])[CH:12]=[CH:11][C:10]=1[C:18]1([O:29][CH3:32])[C:19](=[O:28])[C:20]2[C:25](=[CH:24][CH:23]=[CH:22][CH:21]=2)[C:26]1=[O:27])[C:2]1[CH:7]=[CH:6][CH:5]=[CH:4][CH:3]=1.